This data is from Forward reaction prediction with 1.9M reactions from USPTO patents (1976-2016). The task is: Predict the product of the given reaction. Given the reactants C[O:2][C:3]1[CH:8]=[CH:7][C:6]([CH2:9][C:10]2[CH:15]=[CH:14][C:13]([I:16])=[CH:12][CH:11]=2)=[CH:5][CH:4]=1.B(Br)(Br)Br, predict the reaction product. The product is: [I:16][C:13]1[CH:12]=[CH:11][C:10]([CH2:9][C:6]2[CH:7]=[CH:8][C:3]([OH:2])=[CH:4][CH:5]=2)=[CH:15][CH:14]=1.